This data is from Full USPTO retrosynthesis dataset with 1.9M reactions from patents (1976-2016). The task is: Predict the reactants needed to synthesize the given product. (1) Given the product [O:2]1[CH2:6][CH2:5][CH:4]([CH2:7][NH:8][C:25]([C:22]2[CH:21]=[C:20]([CH2:19][CH2:18][CH2:17][Br:16])[O:24][N:23]=2)=[O:26])[CH2:3]1, predict the reactants needed to synthesize it. The reactants are: Cl.[O:2]1[CH2:6][CH2:5][CH:4]([CH2:7][NH2:8])[CH2:3]1.C(N(CC)CC)C.[Br:16][CH2:17][CH2:18][CH2:19][C:20]1[O:24][N:23]=[C:22]([C:25](O)=[O:26])[CH:21]=1.ON1C2C=CC=CC=2N=N1.Cl.C(N=C=NCCCN(C)C)C.Cl. (2) Given the product [CH3:137][C:136]1([CH3:138])[C:135]2[C:134]3[CH:139]=[C:140]([S:111]([O-:114])(=[O:113])=[O:112])[CH:141]=[C:142]([S:143]([O-:146])(=[O:144])=[O:145])[C:133]=3[CH:132]=[CH:131][C:130]=2[N:129]([CH2:151][CH2:152][CH2:153][CH2:154][S:155]([O-:158])(=[O:156])=[O:157])/[C:128]/1=[CH:127]/[CH:126]=[C:125](\[C:159]1[CH:164]=[CH:163][CH:162]=[C:161]([CH2:165][CH2:166][C:167]([NH:77][CH2:78][CH2:79][N:80]2[C:84](=[O:85])[CH:83]=[CH:82][C:81]2=[O:86])=[O:168])[CH:160]=1)/[CH:124]=[CH:123]/[C:95]1[C:94]([CH3:93])([CH3:177])[C:102]2[C:101]3[CH:103]=[C:104]([S:111]([O-:114])(=[O:113])=[O:112])[CH:105]=[C:106]([S:119]([O-:122])(=[O:121])=[O:120])[C:100]=3[CH:99]=[CH:98][C:97]=2[N+:96]=1[CH2:115][CH2:116][CH2:117][CH2:118][S:119]([O-:122])(=[O:120])=[O:121].[Na+:88].[Na+:88].[Na+:88].[Na+:88].[Na+:88], predict the reactants needed to synthesize it. The reactants are: CC1(C)C2C3C=C(S([O-])(=O)=O)C=C(S([O-])(=O)=O)C=3C=CC=2N(CCCS([O-])(=O)=O)/C/1=C/C=C(\C1C=CC=C(CCCCC([NH:77][CH2:78][CH2:79][N:80]2[C:84](=[O:85])[CH2:83][CH2:82][C:81]2=[O:86])=O)C=1)/C=C/C1C(C)(C)C2C3C=C(S([O-])(=O)=O)C=C(S([O-])(=O)=O)C=3C=CC=2[N+]=1CCCS([O-])(=O)=O.[Na+:88].[Na+].[Na+].[Na+].[Na+].[CH3:93][C:94]1([CH3:177])[C:102]2[C:101]3[CH:103]=[C:104]([S:111]([O-:114])(=[O:113])=[O:112])[CH:105]=[C:106](S([O-])(=O)=O)[C:100]=3[CH:99]=[CH:98][C:97]=2[N:96]([CH2:115][CH2:116][CH2:117][CH2:118][S:119]([O-:122])(=[O:121])=[O:120])/[C:95]/1=[CH:123]/[CH:124]=[C:125](\[C:159]1[CH:164]=[CH:163][CH:162]=[C:161]([CH2:165][CH2:166][C:167](ON2C(=O)CCC2=O)=[O:168])[CH:160]=1)/[CH:126]=[CH:127]/[C:128]1[C:136]([CH3:138])([CH3:137])[C:135]2[C:134]3[CH:139]=[C:140](S([O-])(=O)=O)[CH:141]=[C:142]([S:143]([O-:146])(=[O:145])=[O:144])[C:133]=3[CH:132]=[CH:131][C:130]=2[N+:129]=1[CH2:151][CH2:152][CH2:153][CH2:154][S:155]([O-:158])(=[O:157])=[O:156].[Na+].[Na+].[Na+].[Na+].[Na+]. (3) Given the product [CH2:21]([N:20]([CH2:23][CH3:24])[CH2:19][CH2:18][NH:17][C:15]([C:9]1[CH:10]=[C:11]([I:14])[CH:12]=[C:13]2[C:8]=1[N:7]=[CH:6][CH:5]=[C:4]2[F:1])=[O:16])[CH3:22], predict the reactants needed to synthesize it. The reactants are: [F-:1].[K+].Cl[C:4]1[C:13]2[C:8](=[C:9]([C:15]([NH:17][CH2:18][CH2:19][N:20]([CH2:23][CH3:24])[CH2:21][CH3:22])=[O:16])[CH:10]=[C:11]([I:14])[CH:12]=2)[N:7]=[CH:6][CH:5]=1. (4) Given the product [CH2:1]([C@H:3]([NH:10][C:11]([C:13]1[C:22]2[C:17](=[CH:18][CH:19]=[CH:20][CH:21]=2)[N:16]=[C:15]([C:23]2[CH:24]=[CH:25][CH:26]=[CH:27][CH:28]=2)[C:14]=1[CH2:29][N:30]1[CH2:31][CH2:32][NH:33][CH2:34][CH2:35]1)=[O:12])[C:4]1[CH:5]=[CH:6][CH:7]=[CH:8][CH:9]=1)[CH3:2], predict the reactants needed to synthesize it. The reactants are: [CH2:1]([C@H:3]([NH:10][C:11]([C:13]1[C:22]2[C:17](=[CH:18][CH:19]=[CH:20][CH:21]=2)[N:16]=[C:15]([C:23]2[CH:28]=[CH:27][CH:26]=[CH:25][CH:24]=2)[C:14]=1[CH2:29][N:30]1[CH2:35][CH2:34][N:33](CC2C=CC=CC=2)[CH2:32][CH2:31]1)=[O:12])[C:4]1[CH:9]=[CH:8][CH:7]=[CH:6][CH:5]=1)[CH3:2].C([O-])=O.[NH4+].C(O)=O. (5) Given the product [N+:8]([C:7]1[C:2]([NH2:18])=[N:3][CH:4]=[CH:5][C:6]=1[C:11]1[CH:16]=[CH:15][CH:14]=[CH:13][CH:12]=1)([O-:10])=[O:9], predict the reactants needed to synthesize it. The reactants are: Cl[C:2]1[C:7]([N+:8]([O-:10])=[O:9])=[C:6]([C:11]2[CH:16]=[CH:15][CH:14]=[CH:13][CH:12]=2)[CH:5]=[CH:4][N:3]=1.[OH-].[NH4+:18].